From a dataset of Full USPTO retrosynthesis dataset with 1.9M reactions from patents (1976-2016). Predict the reactants needed to synthesize the given product. (1) Given the product [CH2:1]([O:8][C:9]1[CH:10]=[CH:11][C:12]([C:15]2[N:20]=[CH:19][N:18]=[C:17]([N:41]([O:40][Si:33]([C:36]([CH3:39])([CH3:38])[CH3:37])([CH3:35])[CH3:34])[C:68](=[O:69])[C@H:61]([CH2:60][C:47]3[CH:52]=[CH:51][CH:50]=[CH:49][CH:48]=3)[NH2:62])[CH:16]=2)=[CH:13][CH:14]=1)[C:2]1[CH:3]=[CH:4][CH:5]=[CH:6][CH:7]=1, predict the reactants needed to synthesize it. The reactants are: [CH2:1]([O:8][C:9]1[CH:14]=[CH:13][C:12]([C:15]2[N:20]=[C:19](N[C@H](C(O)=O)CC3C=CC=CC=3)[N:18]=[CH:17][CH:16]=2)=[CH:11][CH:10]=1)[C:2]1[CH:7]=[CH:6][CH:5]=[CH:4][CH:3]=1.[Si:33]([O:40][NH2:41])([C:36]([CH3:39])([CH3:38])[CH3:37])([CH3:35])[CH3:34].O.ON1[C:48]2[CH:49]=[CH:50][CH:51]=[CH:52][C:47]=2N=N1.Cl.C(N=C=NC[CH2:60][CH2:61][N:62](C)C)C.CN([CH:68]=[O:69])C. (2) The reactants are: [Br:1][C:2]1[CH:3]=[C:4]([NH2:9])[C:5]([NH2:8])=[CH:6][CH:7]=1.[C:10](O)([C:12]([F:15])([F:14])[F:13])=O.Cl. Given the product [Br:1][C:2]1[CH:7]=[CH:6][C:5]2[NH:8][C:10]([C:12]([F:15])([F:14])[F:13])=[N:9][C:4]=2[CH:3]=1, predict the reactants needed to synthesize it. (3) Given the product [Cl:37][C:14]1[C:15]([NH:21][C:22]2[N:27]=[C:26]([NH:28][CH:29]3[CH2:30][CH2:31]3)[C:25]3=[N:32][CH:33]=[C:34]([C:35]#[N:36])[N:24]3[N:23]=2)=[CH:16][C:17]([C:19]#[N:20])=[CH:18][C:13]=1[N:10]1[CH2:11][CH2:12][C@@H:7]([NH:6][S:2]([CH3:1])(=[O:4])=[O:3])[C@H:8]([O:38][Si:39]([CH:43]([CH3:45])[CH3:44])([CH:46]([CH3:48])[CH3:47])[CH:40]([CH3:41])[CH3:42])[CH2:9]1, predict the reactants needed to synthesize it. The reactants are: [CH3:1][S:2](Cl)(=[O:4])=[O:3].[NH2:6][C@@H:7]1[CH2:12][CH2:11][N:10]([C:13]2[C:14]([Cl:37])=[C:15]([NH:21][C:22]3[N:27]=[C:26]([NH:28][CH:29]4[CH2:31][CH2:30]4)[C:25]4=[N:32][CH:33]=[C:34]([C:35]#[N:36])[N:24]4[N:23]=3)[CH:16]=[C:17]([C:19]#[N:20])[CH:18]=2)[CH2:9][C@H:8]1[O:38][Si:39]([CH:46]([CH3:48])[CH3:47])([CH:43]([CH3:45])[CH3:44])[CH:40]([CH3:42])[CH3:41].C(N(CC)CC)C.